Dataset: Forward reaction prediction with 1.9M reactions from USPTO patents (1976-2016). Task: Predict the product of the given reaction. Given the reactants [Cl:1][C:2]1[CH:3]=[C:4]([CH:9]([CH2:13][CH:14]2[CH2:19][CH2:18][CH2:17][CH2:16][O:15]2)[C:10]([OH:12])=O)[CH:5]=[CH:6][C:7]=1[Cl:8].F[P-](F)(F)(F)(F)F.N1(OC(N(C)C)=[N+](C)C)C2C=CC=CC=2N=N1.C(N(CC)C(C)C)(C)C.[NH2:53][C:54]1[S:55][CH:56]=[CH:57][N:58]=1, predict the reaction product. The product is: [Cl:1][C:2]1[CH:3]=[C:4]([CH:9]([CH2:13][CH:14]2[CH2:19][CH2:18][CH2:17][CH2:16][O:15]2)[C:10]([NH:53][C:54]2[S:55][CH:56]=[CH:57][N:58]=2)=[O:12])[CH:5]=[CH:6][C:7]=1[Cl:8].